Task: Predict the reactants needed to synthesize the given product.. Dataset: Full USPTO retrosynthesis dataset with 1.9M reactions from patents (1976-2016) (1) The reactants are: Br[CH2:2][C:3]([C:5]1[CH:12]=[CH:11][C:8]([C:9]#[N:10])=[CH:7][CH:6]=1)=[O:4].[NH:13]1[CH2:16][CH:15]([C:17]([O:19][C:20]([CH3:23])([CH3:22])[CH3:21])=[O:18])[CH2:14]1. Given the product [C:9]([C:8]1[CH:11]=[CH:12][C:5]([C:3](=[O:4])[CH2:2][N:13]2[CH2:14][CH:15]([C:17]([O:19][C:20]([CH3:23])([CH3:22])[CH3:21])=[O:18])[CH2:16]2)=[CH:6][CH:7]=1)#[N:10], predict the reactants needed to synthesize it. (2) Given the product [NH:1]1[CH:5]=[C:4]([S:6]([Cl:11])(=[O:9])=[O:7])[CH:3]=[N:2]1, predict the reactants needed to synthesize it. The reactants are: [NH:1]1[CH:5]=[C:4]([S:6]([OH:9])(=O)=[O:7])[CH:3]=[N:2]1.P(Cl)(Cl)(Cl)(Cl)[Cl:11]. (3) Given the product [CH3:19][O:18][CH2:17][C@@H:9]1[CH2:10][C:11]2[C:16](=[CH:15][CH:14]=[CH:13][CH:12]=2)[NH:8]1, predict the reactants needed to synthesize it. The reactants are: C(OC([N:8]1[C:16]2[C:11](=[CH:12][CH:13]=[CH:14][CH:15]=2)[CH2:10][C@H:9]1[CH2:17][O:18][CH3:19])=O)(C)(C)C.C(O)(C(F)(F)F)=O.[OH-].[Na+]. (4) Given the product [CH2:22]([NH:21][C:19]1[CH:18]=[CH:17][C:15]2[N:16]=[C:11]([NH:10][C:6]3[CH:7]=[CH:8][CH:9]=[C:4]([CH:1]4[CH2:3][CH2:2]4)[CH:5]=3)[O:12][CH2:13][C:14]=2[CH:20]=1)[C:23]1[CH:28]=[CH:27][CH:26]=[CH:25][CH:24]=1, predict the reactants needed to synthesize it. The reactants are: [CH:1]1([C:4]2[CH:5]=[C:6]([NH:10][C:11]3[O:12][CH2:13][C:14]4[CH:20]=[C:19]([NH2:21])[CH:18]=[CH:17][C:15]=4[N:16]=3)[CH:7]=[CH:8][CH:9]=2)[CH2:3][CH2:2]1.[CH:22](=O)[C:23]1[CH:28]=[CH:27][CH:26]=[CH:25][CH:24]=1. (5) Given the product [CH3:24][C:20]1[CH:21]=[CH:22][C:23]2[C:14]([NH:7][C:6]3[CH:8]=[CH:9][CH:10]=[C:4]([O:3][C:2]([F:11])([F:12])[F:1])[CH:5]=3)=[N:15][CH:16]=[CH:17][C:18]=2[C:19]=1[NH:25][C:26]1[C:31]([C:32]2[CH:37]=[C:36]([NH:38][CH3:39])[N:35]=[CH:34][N:33]=2)=[CH:30][CH:29]=[CH:28][N:27]=1, predict the reactants needed to synthesize it. The reactants are: [F:1][C:2]([F:12])([F:11])[O:3][C:4]1[CH:5]=[C:6]([CH:8]=[CH:9][CH:10]=1)[NH2:7].Cl[C:14]1[C:23]2[CH:22]=[CH:21][C:20]([CH3:24])=[C:19]([NH:25][C:26]3[C:31]([C:32]4[CH:37]=[C:36]([NH:38][CH3:39])[N:35]=[CH:34][N:33]=4)=[CH:30][CH:29]=[CH:28][N:27]=3)[C:18]=2[CH:17]=[CH:16][N:15]=1.C1(P(C2CCCCC2)C2C=CC=CC=2C2C=CC=CC=2N(C)C)CCCCC1.C[Si]([N-][Si](C)(C)C)(C)C.[Li+].